Dataset: Experimentally validated miRNA-target interactions with 360,000+ pairs, plus equal number of negative samples. Task: Binary Classification. Given a miRNA mature sequence and a target amino acid sequence, predict their likelihood of interaction. (1) The miRNA is hsa-miR-500a-5p with sequence UAAUCCUUGCUACCUGGGUGAGA. The protein sequence of the target gene is MSAKRAELKKTHLSKNYKAVCLELKPEPTKTFDYKAVKQEGRFTKAGVTQDLKNELREVREELKEKMEEIKQIKDLMDKDFDKLHEFVEIMKEMQKDMDEKMDILINTQKNYKLPLRRAPKEQQELRLMGKTHREPQLRPKKMDGASGVNGAPCALHKKTMAPQKTKQGSLDPLHHCGTCCEKCLLCALKNNYNRGNIPSEASGLYKGGEEPVTTQPSVGHAVPAPKSQTEGR. Result: 0 (no interaction). (2) The miRNA is mmu-miR-122-5p with sequence UGGAGUGUGACAAUGGUGUUUG. The protein sequence of the target gene is MSGPCGEKPVLEASPTMSLWEFEDSHSRQGTPRPGQELAAEEASALELQMKVDFFRKLGYSSTEIHSVLQKLGVQADTNTVLGELVKHGTATERERQTSPDPCPQLPLVPRGGGTPKAPNLEPPLPEEEKEGSDLRPVVIDGSNVAMSHGNKEVFSCRGILLAVNWFLERGHTDITVFVPSWRKEQPRPDVPITDQHILRELEKKKILVFTPSRRVGGKRVVCYDDRFIVKLAYESDGIVVSNDTYRDLQGERQEWKRFIEERLLMYSFVNDKFMPPDDPLGRHGPSLDNFLRKKPLTLE.... Result: 0 (no interaction). (3) The miRNA is hsa-miR-98-3p with sequence CUAUACAACUUACUACUUUCCC. The protein sequence of the target gene is MTLFHFGNCFALAYFPYFITYKCSGLSEYNAFWKCVQAGVTYLFVQLCKMLFLATFFPTWEGGIYDFIGEFMKASVDVADLIGLNLVMSRNAGKGEYKIMVAALGWATAELIMSRCIPLWVGARGIEFDWKYIQMSIDSNISLVHYIVASAQVWMITRYDLYHTFRPAVLLLMFLSVYKAFVMETFVHLCSLGSWAALLARAVVTGLLALSTLALYVAVVNVHS. Result: 0 (no interaction). (4) The miRNA is hsa-miR-371b-3p with sequence AAGUGCCCCCACAGUUUGAGUGC. The protein sequence of the target gene is MTTLSPENSLSARQSASFILVKRKPPIDKTEWDSFFDESGHLAKSRDFICVNILERGLHPFVRTEAWKFLTGYFSWQSSQDERLTVDSMRRKNYKALCQMYEKIQPLLENLHRNFTETRNNIARDIQKIYDKDPLGNVLIDKKRLEKILLLSYVCNTQAEYQQGFHEMMMLFQLMVEHDHETFWLFQFFLQKTEHSCVINIGVAKNLDMLSTLITFLDPVFAEHLKGKGAGAVQSLFPWFCFCFQRAFKSFDDVWRLWEVLLTGKPCRNFQVLVAYSMLQMVREQVLQESMGGDDILLAC.... Result: 1 (interaction). (5) Result: 0 (no interaction). The miRNA is hsa-miR-491-3p with sequence CUUAUGCAAGAUUCCCUUCUAC. The protein sequence of the target gene is MKGFIDDANYSVGLLDEGTNLGNVIDNYVYEHTLTGKNAFFVGDLGKIVKKHSQWQTVVAQIKPFYTVKCNSTPAVLEILAALGTGFACSSKNEMALVQELGVSPENIIFTSPCKQVSQIKYAAKVGVNIMTCDNEIELKKIARNHPNAKVLLHIATEDNIGGEDGNMKFGTTLKNCRHLLECAKELDVQIIGVKFHVSSACKEYQVYVHALSDARCVFDMAGEFGFTMNMLDIGGGFTGTEIQLEEVNHVISPLLDIYFPEGSGIQIISEPGSYYVSSAFTLAVNIIAKKVVENDKFSS.... (6) Result: 0 (no interaction). The miRNA is hsa-miR-6780a-3p with sequence CUCCUCUGUUUUCUUUCCUAG. The protein sequence of the target gene is MTPLLTLILVVLMGLPLAQALDCHVCAYNGDNCFNPMRCPAMVAYCMTTRTYYTPTRMKVSKSCVPRCFETVYDGYSKHASTTSCCQYDLCNGTGLATPATLALAPILLATLWGLL.